This data is from Forward reaction prediction with 1.9M reactions from USPTO patents (1976-2016). The task is: Predict the product of the given reaction. (1) Given the reactants [Cl:1][C:2]1[CH:7]=[C:6]2[NH:8][C:9](=[O:39])[C:10]3([CH:15]([C:16]4[CH:21]=[C:20]([Cl:22])[CH:19]=[CH:18][C:17]=4[O:23]CC(C(O)=O)C)[CH2:14][C:13](=[O:30])[NH:12][CH:11]3[C:31]3[CH:36]=[C:35]([F:37])[CH:34]=[CH:33][C:32]=3[CH3:38])[C:5]2=[CH:4][CH:3]=1.Cl.[CH3:41][NH:42][CH3:43].[CH3:44]CN=C=NCCCN(C)C.Cl.C1C=CC2N(O)N=NC=2C=1.CCN(C(C)C)C(C)C.[CH2:75]1C[O:78][CH2:77][CH2:76]1, predict the reaction product. The product is: [Cl:1][C:2]1[CH:7]=[C:6]2[NH:8][C:9](=[O:39])[C:10]3([CH:15]([C:16]4[CH:21]=[C:20]([Cl:22])[CH:19]=[CH:18][C:17]=4[O:23][C:76]([C:77](=[O:78])[N:42]([CH3:43])[CH3:41])([CH3:75])[CH3:44])[CH2:14][C:13](=[O:30])[NH:12][CH:11]3[C:31]3[CH:36]=[C:35]([F:37])[CH:34]=[CH:33][C:32]=3[CH3:38])[C:5]2=[CH:4][CH:3]=1. (2) Given the reactants [Br:1][CH2:2][C:3]1[C:12]2[C:7](=[CH:8][CH:9]=[CH:10][CH:11]=2)[C:6]([C:13]#N)=[CH:5][CH:4]=1.CC(C[AlH]CC(C)C)C.Cl.[OH2:25], predict the reaction product. The product is: [Br:1][CH2:2][C:3]1[C:12]2[C:7](=[CH:8][CH:9]=[CH:10][CH:11]=2)[C:6]([CH:13]=[O:25])=[CH:5][CH:4]=1. (3) The product is: [OH:7][CH2:6][CH2:5][N:4]([CH2:1][C:10]1[C:9]([OH:8])=[CH:17][CH:16]=[C:15]2[C:11]=1[CH:12]=[CH:13][NH:14]2)[CH3:3]. Given the reactants [CH2:1]=O.[CH3:3][NH:4][CH2:5][CH2:6][OH:7].[OH:8][C:9]1[CH:10]=[C:11]2[C:15](=[CH:16][CH:17]=1)[NH:14][CH:13]=[CH:12]2, predict the reaction product. (4) The product is: [CH2:15]([C:5]1([CH2:17][CH3:18])[C:4]2[CH:3]=[C:2]([N:25]([C:26]3[CH:27]=[CH:28][CH:29]=[CH:30][CH:31]=3)[C:19]3[CH:24]=[CH:23][CH:22]=[CH:21][CH:20]=3)[CH:14]=[CH:13][C:12]=2[C:11]2[C:6]1=[CH:7][CH:8]=[CH:9][CH:10]=2)[CH3:16]. Given the reactants Br[C:2]1[CH:14]=[CH:13][C:12]2[C:11]3[C:6](=[CH:7][CH:8]=[CH:9][CH:10]=3)[C:5]([CH2:17][CH3:18])([CH2:15][CH3:16])[C:4]=2[CH:3]=1.[C:19]1([NH:25][C:26]2[CH:31]=[CH:30][CH:29]=[CH:28][CH:27]=2)[CH:24]=[CH:23][CH:22]=[CH:21][CH:20]=1.CC(C)([O-])C.[Na+], predict the reaction product. (5) Given the reactants [Cl:1][C:2]1[CH:3]=[C:4]([N:9]2[CH2:14][CH2:13][N:12]([C:15]([CH:17]3[CH2:22][CH2:21][CH2:20][N:19](C(OC(C)(C)C)=O)[CH2:18]3)=[O:16])[CH2:11][CH2:10]2)[CH:5]=[CH:6][C:7]=1[Cl:8].C(O)(C(F)(F)F)=O, predict the reaction product. The product is: [Cl:1][C:2]1[CH:3]=[C:4]([N:9]2[CH2:14][CH2:13][N:12]([C:15]([CH:17]3[CH2:22][CH2:21][CH2:20][NH:19][CH2:18]3)=[O:16])[CH2:11][CH2:10]2)[CH:5]=[CH:6][C:7]=1[Cl:8]. (6) Given the reactants CS(O)(=O)=O.[C:6]([C:10]1[C:15]2[CH2:16][CH:17]([CH2:19][CH2:20][CH2:21][CH2:22][CH2:23][CH2:24][CH2:25][CH3:26])[O:18][C:14]=2[CH:13]=[CH:12][C:11]=1[OH:27])([CH3:9])([CH3:8])[CH3:7], predict the reaction product. The product is: [C:6]([C:10]1[C:15]2[CH2:16][CH:17]([CH2:19][CH2:20][CH2:21][CH2:22][CH2:23][CH2:24][CH2:25][CH3:26])[O:18][C:14]=2[C:13]([C:6]([CH3:9])([CH3:8])[CH3:7])=[CH:12][C:11]=1[OH:27])([CH3:9])([CH3:8])[CH3:7]. (7) The product is: [CH2:2]([S:4][C:5]1[NH:6][C:38](=[O:49])[N:34]([CH2:14][CH2:15][C:16]([O:18][CH2:19][CH3:20])=[O:17])[C:32](=[O:33])[N:7]=1)[CH3:3]. Given the reactants Br.[CH2:2]([S:4][C:5](=[NH:7])[NH2:6])[CH3:3].N(CCC[CH2:14][CH2:15][C:16]([O:18][CH2:19][CH3:20])=[O:17])=C=O.C1CCN2C(=NCCC2)CC1.[C:32](N1C=CN=C1)([N:34]1[CH:38]=CN=C1)=[O:33].Cl.CN(C=[O:49])C, predict the reaction product.